This data is from Catalyst prediction with 721,799 reactions and 888 catalyst types from USPTO. The task is: Predict which catalyst facilitates the given reaction. (1) Reactant: [NH2:1][C:2]1[CH:3]=[N:4][CH:5]=[CH:6][CH:7]=1.C(=O)([O-])O.[Na+].[C:13](O[C:13]([O:15][C:16]([CH3:19])([CH3:18])[CH3:17])=[O:14])([O:15][C:16]([CH3:19])([CH3:18])[CH3:17])=[O:14].C(=O)([O-])[O-].[Na+].[Na+]. Product: [N:4]1[CH:5]=[CH:6][CH:7]=[C:2]([NH:1][C:13](=[O:14])[O:15][C:16]([CH3:19])([CH3:18])[CH3:17])[CH:3]=1. The catalyst class is: 24. (2) Reactant: C1(N=C=NC2CCCCC2)CCCCC1.[C:16]([O:25][CH2:26][CH3:27])(=[O:24])[C:17]1[C:18](=[CH:20][CH:21]=[CH:22][CH:23]=1)[OH:19].[CH2:28]1[C@@H:32]([CH2:33][CH2:34][CH2:35][CH2:36][C:37](O)=[O:38])[S:31][S:30][CH2:29]1.CN(C1C=CC=CN=1)C. Product: [CH2:26]([O:25][C:16](=[O:24])[C:17]1[CH:23]=[CH:22][CH:21]=[CH:20][C:18]=1[O:19][C:37](=[O:38])[CH2:36][CH2:35][CH2:34][CH2:33][CH:32]1[CH2:28][CH2:29][S:30][S:31]1)[CH3:27]. The catalyst class is: 4. (3) Reactant: [CH3:1][O:2][C:3]1[C:12]([C:13]2[NH:17][C:16]([C@@H:18]([NH:28]C(=O)OCC3C=CC=CC=3)[CH2:19][CH2:20][CH2:21][CH2:22][CH2:23][C:24]([NH:26][CH3:27])=[O:25])=[N:15][CH:14]=2)=[CH:11][C:10]2[C:5](=[CH:6][CH:7]=[CH:8][CH:9]=2)[N:4]=1. Product: [NH2:28][C@H:18]([C:16]1[NH:17][C:13]([C:12]2[C:3]([O:2][CH3:1])=[N:4][C:5]3[C:10]([CH:11]=2)=[CH:9][CH:8]=[CH:7][CH:6]=3)=[CH:14][N:15]=1)[CH2:19][CH2:20][CH2:21][CH2:22][CH2:23][C:24]([NH:26][CH3:27])=[O:25]. The catalyst class is: 582. (4) Reactant: [C:1]([C:5]1[CH:6]=[C:7]([N:15]2[CH:19]=[C:18]([C:20]([O:22][CH2:23][CH3:24])=[O:21])[C:17]([CH3:25])=[C:16]2[C:26](O)=[O:27])[CH:8]=[C:9]([C:11]2([CH3:14])[CH2:13][CH2:12]2)[CH:10]=1)([CH3:4])([CH3:3])[CH3:2].[NH:29]1[CH2:34][CH2:33][CH2:32][CH2:31][CH2:30]1.CN(C(ON1N=NC2C=CC=NC1=2)=[N+](C)C)C.F[P-](F)(F)(F)(F)F. Product: [C:1]([C:5]1[CH:6]=[C:7]([N:15]2[C:16]([C:26]([N:29]3[CH2:34][CH2:33][CH2:32][CH2:31][CH2:30]3)=[O:27])=[C:17]([CH3:25])[C:18]([C:20]([O:22][CH2:23][CH3:24])=[O:21])=[CH:19]2)[CH:8]=[C:9]([C:11]2([CH3:14])[CH2:13][CH2:12]2)[CH:10]=1)([CH3:3])([CH3:4])[CH3:2]. The catalyst class is: 18. (5) Reactant: [CH2:1]([OH:4])[CH2:2][OH:3].[H-].[Na+].Br[CH2:8][CH2:9][CH2:10][O:11][C:12]([C:25]1[CH:30]=[CH:29][CH:28]=[CH:27][CH:26]=1)([C:19]1[CH:24]=[CH:23][CH:22]=[CH:21][CH:20]=1)[C:13]1[CH:18]=[CH:17][CH:16]=[CH:15][CH:14]=1. Product: [C:12]([O:11][CH2:10][CH2:9][CH2:8][O:3][CH2:2][CH2:1][OH:4])([C:19]1[CH:20]=[CH:21][CH:22]=[CH:23][CH:24]=1)([C:25]1[CH:30]=[CH:29][CH:28]=[CH:27][CH:26]=1)[C:13]1[CH:14]=[CH:15][CH:16]=[CH:17][CH:18]=1. The catalyst class is: 3.